From a dataset of Forward reaction prediction with 1.9M reactions from USPTO patents (1976-2016). Predict the product of the given reaction. (1) Given the reactants [NH:1]1[CH2:5][CH2:4][C:3]2([C:9]3[CH:10]=[CH:11][CH:12]=[CH:13][C:8]=3[C:7](=[O:14])[O:6]2)[CH2:2]1.[C@:15]12([CH2:25][S:26]([OH:29])(=[O:28])=[O:27])[C:22]([CH3:24])([CH3:23])[CH:19]([CH2:20][CH2:21]1)[CH2:18][C:16]2=[O:17], predict the reaction product. The product is: [C@:15]12([CH2:25][S:26]([OH:29])(=[O:27])=[O:28])[C:22]([CH3:24])([CH3:23])[CH:19]([CH2:20][CH2:21]1)[CH2:18][C:16]2=[O:17].[NH:1]1[CH2:5][CH2:4][C:3]2([C:9]3[CH:10]=[CH:11][CH:12]=[CH:13][C:8]=3[C:7](=[O:14])[O:6]2)[CH2:2]1. (2) Given the reactants [Cl:1][C:2]1[CH:3]=[C:4]([C:9]2([C:17]([F:20])([F:19])[F:18])[O:13][N:12]=[C:11]([CH:14]=[N:15][OH:16])[CH2:10]2)[CH:5]=[C:6]([Cl:8])[CH:7]=1.ClN1[C:26](=[O:27])[CH2:25][CH2:24]C1=O, predict the reaction product. The product is: [C:9]([O:13][C:26]([C:25]1[O:16][N:15]=[C:14]([C:11]2[CH2:10][C:9]([C:4]3[CH:5]=[C:6]([Cl:8])[CH:7]=[C:2]([Cl:1])[CH:3]=3)([C:17]([F:18])([F:20])[F:19])[O:13][N:12]=2)[CH:24]=1)=[O:27])([CH3:17])([CH3:10])[CH3:4]. (3) The product is: [C:8]1([C:24]2[CH:29]=[CH:28][CH:27]=[CH:26][CH:25]=2)[CH:13]=[CH:12][C:11]([O:14][C:15]2[CH:20]=[N:19][CH:18]=[C:17]3[S:21][C:22]([C:2]4[CH:7]=[CH:6][CH:5]=[CH:4][CH:3]=4)=[CH:23][C:16]=23)=[CH:10][CH:9]=1. Given the reactants Br[C:2]1[CH:7]=[CH:6][CH:5]=[CH:4][CH:3]=1.[C:8]1([C:24]2[CH:29]=[CH:28][CH:27]=[CH:26][CH:25]=2)[CH:13]=[CH:12][C:11]([O:14][C:15]2[CH:20]=[N:19][CH:18]=[C:17]3[S:21][CH:22]=[CH:23][C:16]=23)=[CH:10][CH:9]=1.C(=O)([O-])[O-].[Cs+].[Cs+].C1(C2C=CC=CC=2)C=CC=CC=1P(C(C)(C)C)C(C)(C)C, predict the reaction product. (4) The product is: [Br:18][C:16]1[N:17]=[C:13]([C:6]2[N:2]([CH3:1])[N:3]=[CH:4][N:5]=2)[S:14][C:15]=1[C:19]1[C:20]([CH3:36])=[N:21][N:22]2[C:27]([CH:28]([CH2:32][CH2:33][CH3:34])[CH2:29][CH2:30][CH3:31])=[CH:26][C:25]([CH3:35])=[N:24][C:23]=12. Given the reactants [CH3:1][N:2]1[CH:6]=[N:5][CH:4]=[N:3]1.C([Li])CCC.Br[C:13]1[S:14][C:15]([C:19]2[C:20]([CH3:36])=[N:21][N:22]3[C:27]([CH:28]([CH2:32][CH2:33][CH3:34])[CH2:29][CH2:30][CH3:31])=[CH:26][C:25]([CH3:35])=[N:24][C:23]=23)=[C:16]([Br:18])[N:17]=1, predict the reaction product. (5) Given the reactants [CH2:1]([C:3]1[C:24]([C:25]2[CH:30]=[CH:29][CH:28]=[CH:27][N:26]=2)=[C:6]2[NH:7][C:8]([C:12]3[CH:13]=[C:14]4[C:18](=[CH:19][CH:20]=3)[N:17](COC)[N:16]=[CH:15]4)=[CH:9][C:10](=[O:11])[N:5]2[N:4]=1)[CH3:2].Cl, predict the reaction product. The product is: [CH2:1]([C:3]1[C:24]([C:25]2[CH:30]=[CH:29][CH:28]=[CH:27][N:26]=2)=[C:6]2[NH:7][C:8]([C:12]3[CH:13]=[C:14]4[C:18](=[CH:19][CH:20]=3)[NH:17][N:16]=[CH:15]4)=[CH:9][C:10](=[O:11])[N:5]2[N:4]=1)[CH3:2]. (6) Given the reactants [NH2:1][C@@H:2]([CH2:7][C:8]([F:17])([F:16])[CH2:9][C:10]1[CH:15]=[CH:14][CH:13]=[CH:12][CH:11]=1)[C:3]([O:5][CH3:6])=[O:4].N1C=CC=CC=1.[C:24](Cl)(Cl)=[O:25].C1(C)C=CC=CC=1, predict the reaction product. The product is: [F:17][C:8]([F:16])([CH2:9][C:10]1[CH:15]=[CH:14][CH:13]=[CH:12][CH:11]=1)[CH2:7][C@H:2]([N:1]=[C:24]=[O:25])[C:3]([O:5][CH3:6])=[O:4]. (7) Given the reactants [C:1]1([C:7]2[N:8]=[C:9]([NH2:18])[S:10][C:11]=2[C:12]2[CH:17]=[CH:16][CH:15]=[CH:14][CH:13]=2)[CH:6]=[CH:5][CH:4]=[CH:3][CH:2]=1.[CH3:19][O:20][C:21]1[CH:29]=[CH:28][C:24]([C:25](Cl)=[O:26])=[CH:23][CH:22]=1.C(N(CC)CC)C, predict the reaction product. The product is: [C:1]1([C:7]2[N:8]=[C:9]([NH:18][C:25](=[O:26])[C:24]3[CH:28]=[CH:29][C:21]([O:20][CH3:19])=[CH:22][CH:23]=3)[S:10][C:11]=2[C:12]2[CH:13]=[CH:14][CH:15]=[CH:16][CH:17]=2)[CH:2]=[CH:3][CH:4]=[CH:5][CH:6]=1. (8) Given the reactants [O:1]=[C:2]1[C:7]([NH:8][C:9](=[O:18])[CH2:10][CH2:11][C:12]2[CH:17]=[CH:16][CH:15]=[CH:14][CH:13]=2)=[CH:6][CH:5]=[C:4]([CH2:19][CH2:20][C:21]2C=CC=C[CH:22]=2)[N:3]1[CH2:27][C:28]([O:30][CH3:31])=[O:29].[K+].[Br-], predict the reaction product. The product is: [CH2:19]([C:4]1[N:3]([CH2:27][C:28]([O:30][CH3:31])=[O:29])[C:2](=[O:1])[C:7]([NH:8][C:9](=[O:18])[CH2:10][CH2:11][C:12]2[CH:13]=[CH:14][CH:15]=[CH:16][CH:17]=2)=[CH:6][CH:5]=1)[CH2:20][CH2:21][CH3:22]. (9) Given the reactants [C:1]([O:5][C:6]([N:8]1[CH2:13][CH2:12][C:11]([C:15]2[S:16][CH:17]=[C:18]([CH2:20][O:21]S(C)(=O)=O)[N:19]=2)([CH3:14])[CH2:10][CH2:9]1)=[O:7])([CH3:4])([CH3:3])[CH3:2].[CH3:26][S:27]([C:30]1[CH:35]=[CH:34][C:33](O)=[CH:32][CH:31]=1)(=[O:29])=[O:28].C([O-])([O-])=O.[Cs+].[Cs+], predict the reaction product. The product is: [C:1]([O:5][C:6]([N:8]1[CH2:13][CH2:12][C:11]([C:15]2[S:16][CH:17]=[C:18]([CH2:20][O:21][C:33]3[CH:34]=[CH:35][C:30]([S:27]([CH3:26])(=[O:29])=[O:28])=[CH:31][CH:32]=3)[N:19]=2)([CH3:14])[CH2:10][CH2:9]1)=[O:7])([CH3:4])([CH3:3])[CH3:2].